Task: Predict which catalyst facilitates the given reaction.. Dataset: Catalyst prediction with 721,799 reactions and 888 catalyst types from USPTO (1) Reactant: C(OP([CH2:9][C:10]([O:12][CH2:13][CH3:14])=[O:11])(OCC)=O)C.[H-].[Na+].[H][H].[CH3:19][O:20][C:21]1[CH:22]=[C:23]2[C:27](=[CH:28][CH:29]=1)[NH:26][CH:25]=[C:24]2[CH:30]=O.P(=O)([O-])[O-]. Product: [CH2:13]([O:12][C:10](=[O:11])[CH:9]=[CH:30][C:24]1[C:23]2[C:27](=[CH:28][CH:29]=[C:21]([O:20][CH3:19])[CH:22]=2)[NH:26][CH:25]=1)[CH3:14]. The catalyst class is: 217. (2) Product: [OH:1][C:2]([CH3:28])([CH3:29])[CH2:3][CH2:4][C:5]1[CH:6]=[CH:7][C:8]([N:11]2[CH:15]=[CH:14][C:13]([C@H:16]([C:18]3[CH:27]=[CH:26][C:21]4[NH:22][C:23](=[O:25])[S:24][C:20]=4[CH:19]=3)[CH3:17])=[N:12]2)=[N:9][CH:10]=1. The catalyst class is: 5. Reactant: [OH:1][C:2]([CH3:29])([CH3:28])[CH2:3][CH2:4][C:5]1[CH:6]=[CH:7][C:8]([N:11]2[CH:15]=[CH:14][C:13]([CH:16]([C:18]3[CH:27]=[CH:26][C:21]4[NH:22][C:23](=[O:25])[S:24][C:20]=4[CH:19]=3)[CH3:17])=[N:12]2)=[N:9][CH:10]=1.CCO.CCCCCC.C(=O)=O. (3) Reactant: F[C:2]1[C:3]([CH3:22])=[N:4][C:5]2[C:10]([N:11]=1)=[C:9]([C:12]1[NH:20][C:19]3[CH2:18][CH2:17][NH:16][C:15](=[O:21])[C:14]=3[CH:13]=1)[CH:8]=[CH:7][CH:6]=2.[NH:23]1[CH2:27][CH2:26][CH2:25][CH2:24]1.CO.C(Cl)Cl. Product: [CH3:22][C:3]1[C:2]([N:23]2[CH2:27][CH2:26][CH2:25][CH2:24]2)=[N:11][C:10]2[C:5](=[CH:6][CH:7]=[CH:8][C:9]=2[C:12]2[NH:20][C:19]3[CH2:18][CH2:17][NH:16][C:15](=[O:21])[C:14]=3[CH:13]=2)[N:4]=1. The catalyst class is: 16.